Task: Predict which catalyst facilitates the given reaction.. Dataset: Catalyst prediction with 721,799 reactions and 888 catalyst types from USPTO (1) Reactant: C(=[N:14][C:15]1[N:16]=[C:17]2[CH:23]=[C:22]([CH3:24])[N:21]([CH2:25][O:26][CH2:27][CH2:28][Si:29]([CH3:32])([CH3:31])[CH3:30])[C:18]2=[N:19][CH:20]=1)(C1C=CC=CC=1)C1C=CC=CC=1.CC([O-])=O.[Na+].NO.Cl. Product: [CH3:24][C:22]1[N:21]([CH2:25][O:26][CH2:27][CH2:28][Si:29]([CH3:30])([CH3:32])[CH3:31])[C:18]2=[N:19][CH:20]=[C:15]([NH2:14])[N:16]=[C:17]2[CH:23]=1. The catalyst class is: 5. (2) Reactant: Cl[C:2]1[CH:8]=[C:7]([C:9]#[C:10][CH3:11])[C:5]([NH2:6])=[C:4]([F:12])[CH:3]=1.FC1C=[C:19]([S:21](C)(=[O:23])=[O:22])C=C(I)C=1N.C#CC. Product: [F:12][C:4]1[CH:3]=[C:2]([S:21]([CH3:19])(=[O:23])=[O:22])[CH:8]=[C:7]([C:9]#[C:10][CH3:11])[C:5]=1[NH2:6]. The catalyst class is: 205. (3) Reactant: [Cl:1][C:2]1[C:3]([F:15])=[C:4]([C:8]2([O:13][CH3:14])[CH2:12][CH2:11][NH:10][CH2:9]2)[CH:5]=[CH:6][CH:7]=1.I[CH2:17][CH3:18].C(N(CC)CC)C. Product: [Cl:1][C:2]1[C:3]([F:15])=[C:4]([C:8]2([O:13][CH3:14])[CH2:12][CH2:11][N:10]([CH2:17][CH3:18])[CH2:9]2)[CH:5]=[CH:6][CH:7]=1. The catalyst class is: 7. (4) Product: [CH2:1]([N:8]1[CH2:11][CH:10]([SH:12])[CH2:9]1)[C:2]1[CH:3]=[CH:4][CH:5]=[CH:6][CH:7]=1. The catalyst class is: 5. Reactant: [CH2:1]([N:8]1[CH2:11][CH:10]([S:12]C(=O)C)[CH2:9]1)[C:2]1[CH:7]=[CH:6][CH:5]=[CH:4][CH:3]=1.[OH-].[Na+].Cl. (5) Reactant: [Cl:1][C:2]1[CH:7]=[C:6](Cl)[N:5]=[C:4]([NH:9][C@H:10]([C:12]2[CH:17]=[CH:16][C:15]([F:18])=[CH:14][CH:13]=2)[CH3:11])[CH:3]=1.[NH2:19][C:20]1[CH:25]=[N:24][CH:23]=[CH:22][N:21]=1.P([O-])([O-])([O-])=O.[K+].[K+].[K+]. Product: [Cl:1][C:2]1[CH:7]=[C:6]([NH:19][C:20]2[CH:25]=[N:24][CH:23]=[CH:22][N:21]=2)[N:5]=[C:4]([NH:9][C@H:10]([C:12]2[CH:17]=[CH:16][C:15]([F:18])=[CH:14][CH:13]=2)[CH3:11])[CH:3]=1. The catalyst class is: 12. (6) Reactant: [CH3:1][C@H:2]1[CH2:7][NH:6][C:5](=S)[CH2:4][N:3]1[C:9]([O:11][C:12]([CH3:15])([CH3:14])[CH3:13])=[O:10].[N:16]1[CH:21]=[CH:20][N:19]=[CH:18][C:17]=1[C:22]([NH:24][NH2:25])=O. Product: [CH3:1][C@H:2]1[CH2:7][N:6]2[C:22]([C:17]3[CH:18]=[N:19][CH:20]=[CH:21][N:16]=3)=[N:24][N:25]=[C:5]2[CH2:4][N:3]1[C:9]([O:11][C:12]([CH3:15])([CH3:14])[CH3:13])=[O:10]. The catalyst class is: 51.